From a dataset of Catalyst prediction with 721,799 reactions and 888 catalyst types from USPTO. Predict which catalyst facilitates the given reaction. (1) Reactant: [CH2:1]([O:8][C:9]1[CH:14]=[CH:13][N:12]=[CH:11][C:10]=1[N+:15]([O-])=O)[C:2]1[CH:7]=[CH:6][CH:5]=[CH:4][CH:3]=1.[NH4+].[Cl-].C1COCC1.O. Product: [CH2:1]([O:8][C:9]1[CH:14]=[CH:13][N:12]=[CH:11][C:10]=1[NH2:15])[C:2]1[CH:3]=[CH:4][CH:5]=[CH:6][CH:7]=1. The catalyst class is: 415. (2) Reactant: [Cl:1][C:2]1[CH:3]=[CH:4][C:5]2[N:6]=[CH:7][N:8]=[C:9](OC3CCOCC3)[C:10]=2[N:11]=1.[NH2:19][CH:20]1[CH2:25][CH2:24][N:23]([C:26]([O:28][C:29]([CH3:32])([CH3:31])[CH3:30])=[O:27])[CH2:22][CH2:21]1.CC(C)([O-])C.[Na+]. Product: [Cl:1][C:2]1[CH:3]=[CH:4][C:5]2[N:6]=[CH:7][N:8]=[C:9]([NH:19][CH:20]3[CH2:21][CH2:22][N:23]([C:26]([O:28][C:29]([CH3:32])([CH3:31])[CH3:30])=[O:27])[CH2:24][CH2:25]3)[C:10]=2[N:11]=1. The catalyst class is: 12. (3) Product: [C:27]([O:13][CH:9]1[CH2:10][CH2:11][CH2:12][C:8]1([NH:7][C:6]([O:5][C:1]([CH3:4])([CH3:3])[CH3:2])=[O:26])[CH2:14][NH:15][C:16]1[CH:21]=[CH:20][C:19]([C:22]#[N:23])=[C:18]([Cl:24])[C:17]=1[CH3:25])(=[O:29])[CH3:28]. The catalyst class is: 808. Reactant: [C:1]([O:5][C:6](=[O:26])[NH:7][C:8]1([CH2:14][NH:15][C:16]2[CH:21]=[CH:20][C:19]([C:22]#[N:23])=[C:18]([Cl:24])[C:17]=2[CH3:25])[CH2:12][CH2:11][CH2:10][CH:9]1[OH:13])([CH3:4])([CH3:3])[CH3:2].[C:27](OC(=O)C)(=[O:29])[CH3:28]. (4) Reactant: Br[C:2]1[CH:7]=[C:6]([C:8]([CH3:11])([CH3:10])[CH3:9])[CH:5]=[C:4]([C:12]([CH3:15])([CH3:14])[CH3:13])[CH:3]=1.C([Li])(C)(C)C.[Br-].[Mg+2].[Br-].Br[C:25]1[CH2:26][C:27]2[C:32]([CH:33]=1)=[CH:31][CH:30]=[CH:29][CH:28]=2. The catalyst class is: 28. Product: [C:12]([C:4]1[CH:3]=[C:2]([C:25]2[CH2:33][C:32]3[C:27]([CH:26]=2)=[CH:28][CH:29]=[CH:30][CH:31]=3)[CH:7]=[C:6]([C:8]([CH3:11])([CH3:10])[CH3:9])[CH:5]=1)([CH3:15])([CH3:14])[CH3:13]. (5) Reactant: [C:1]([S:5]([C:8]1[CH:9]=[C:10]2[C:15](=[CH:16][CH:17]=1)[N:14]=[CH:13]C=C2Cl)(=[O:7])=[O:6])([CH3:4])([CH3:3])[CH3:2].[I:19]N1C(=O)CCC1=O.[C:27]([OH:30])(=O)[CH3:28]. Product: [C:1]([S:5]([C:8]1[CH:9]=[C:10]2[C:15](=[CH:16][CH:17]=1)[NH:14][CH:13]=[C:28]([I:19])[C:27]2=[O:30])(=[O:7])=[O:6])([CH3:4])([CH3:3])[CH3:2]. The catalyst class is: 28. (6) Reactant: [CH3:1][C:2]1[C:7]([CH2:8][C:9]2[CH:14]=[CH:13][CH:12]=[CH:11][CH:10]=2)=[C:6]([CH3:15])[NH:5][C:4](=[O:16])[CH:3]=1.[Br:17]Br.N#N. Product: [CH3:1][C:2]1[C:7]([CH2:8][C:9]2[CH:14]=[CH:13][CH:12]=[CH:11][CH:10]=2)=[C:6]([CH3:15])[NH:5][C:4](=[O:16])[C:3]=1[Br:17]. The catalyst class is: 15.